Dataset: Reaction yield outcomes from USPTO patents with 853,638 reactions. Task: Predict the reaction yield, written as a fraction of the theoretical maximum amount of product (1.0 means a 100% yield; for example, 0.34 means a 34% yield). The reactants are [CH3:1][C:2]1[O:6][N:5]=[C:4]([C:7]2[CH:12]=[CH:11][CH:10]=[CH:9][CH:8]=2)[C:3]=1[CH2:13][O:14][C:15]1[CH:23]=[CH:22][C:18]([C:19]([OH:21])=O)=[CH:17][N:16]=1.C(O)(=O)C(O)=O.[CH2:30]1[C:33]2([CH2:36][NH:35][CH2:34]2)[CH2:32][O:31]1. No catalyst specified. The product is [CH3:1][C:2]1[O:6][N:5]=[C:4]([C:7]2[CH:8]=[CH:9][CH:10]=[CH:11][CH:12]=2)[C:3]=1[CH2:13][O:14][C:15]1[N:16]=[CH:17][C:18]([C:19]([N:35]2[CH2:36][C:33]3([CH2:30][O:31][CH2:32]3)[CH2:34]2)=[O:21])=[CH:22][CH:23]=1. The yield is 0.760.